Dataset: Full USPTO retrosynthesis dataset with 1.9M reactions from patents (1976-2016). Task: Predict the reactants needed to synthesize the given product. (1) Given the product [S:8]([C:5]1[CH:6]=[CH:7][C:2]([NH:1][S:17]([C:14]2[CH:15]=[CH:16][C:11]([CH3:21])=[CH:12][CH:13]=2)(=[O:19])=[O:18])=[CH:3][CH:4]=1)[C:9]#[N:10], predict the reactants needed to synthesize it. The reactants are: [NH2:1][C:2]1[CH:7]=[CH:6][C:5]([S:8][C:9]#[N:10])=[CH:4][CH:3]=1.[C:11]1([CH3:21])[CH:16]=[CH:15][C:14]([S:17](Cl)(=[O:19])=[O:18])=[CH:13][CH:12]=1.O. (2) Given the product [CH3:11][O:12][C:13]([CH:14]1[CH2:4][CH:5]2[CH2:6][CH:15]1[CH:2]=[CH:1]2)=[O:16], predict the reactants needed to synthesize it. The reactants are: [CH2:1]1[CH:5]2[C@@H:6]3C=C[C@H]([CH:4]2C=[CH:2]1)C3.[CH3:11][O:12][C:13](=[O:16])[CH:14]=[CH2:15].C1(C=CC(O)=CC=1)O. (3) Given the product [Br:2][C:3]1[CH:8]=[CH:7][C:6]2[O:9][C:12]3[CH2:17][CH2:16][N:15]([C:18]([O:20][C:21]([CH3:24])([CH3:23])[CH3:22])=[O:19])[CH2:14][C:13]=3[C:5]=2[CH:4]=1, predict the reactants needed to synthesize it. The reactants are: Cl.[Br:2][C:3]1[CH:8]=[CH:7][C:6]([O:9]N)=[CH:5][CH:4]=1.O=[C:12]1[CH2:17][CH2:16][N:15]([C:18]([O:20][C:21]([CH3:24])([CH3:23])[CH3:22])=[O:19])[CH2:14][CH2:13]1.C(=O)([O-])[O-].[K+].[K+].C(OC(OC(C)(C)C)=O)(OC(C)(C)C)=O. (4) Given the product [OH:41][C:40]1[CH:48]=[CH:49][C:37]([N:36]([CH2:15][C:16]2[CH:24]=[CH:23][C:19]([C:20]([NH:11][CH2:10][C:9]3[CH:12]=[CH:13][C:6]([CH2:1][CH2:2][CH2:3][CH2:4][CH3:5])=[CH:7][CH:8]=3)=[O:21])=[CH:18][CH:17]=2)[C:33](=[O:34])[CH2:32][CH2:31][C:25]2[CH:30]=[CH:29][CH:28]=[CH:27][CH:26]=2)=[CH:38][C:39]=1[C:44]([OH:45])=[O:43], predict the reactants needed to synthesize it. The reactants are: [CH2:1]([C:6]1[CH:13]=[CH:12][C:9]([CH2:10][NH2:11])=[CH:8][CH:7]=1)[CH2:2][CH2:3][CH2:4][CH3:5].Cl[CH2:15][C:16]1[CH:24]=[CH:23][C:19]([C:20](Cl)=[O:21])=[CH:18][CH:17]=1.[C:25]1([CH2:31][CH2:32][C:33](Cl)=[O:34])[CH:30]=[CH:29][CH:28]=[CH:27][CH:26]=1.[NH2:36][C:37]1[CH:49]=[CH:48][C:40]2[O:41]C(C)(C)[O:43][C:44](=[O:45])[C:39]=2[CH:38]=1. (5) Given the product [CH3:21][N:22]1[CH:26]=[C:25]([C:27]2[CH:28]=[CH:29][C:30]([C:2]3[C:11]4[C:6](=[CH:7][CH:8]=[C:9]([N:12]5[CH2:17][CH2:16][N:15]([C:18](=[O:20])[CH3:19])[CH2:14][CH2:13]5)[CH:10]=4)[CH:5]=[N:4][CH:3]=3)=[CH:31][CH:32]=2)[CH:24]=[N:23]1, predict the reactants needed to synthesize it. The reactants are: Cl[C:2]1[C:11]2[C:6](=[CH:7][CH:8]=[C:9]([N:12]3[CH2:17][CH2:16][N:15]([C:18](=[O:20])[CH3:19])[CH2:14][CH2:13]3)[CH:10]=2)[CH:5]=[N:4][CH:3]=1.[CH3:21][N:22]1[CH:26]=[C:25]([C:27]2[CH:32]=[CH:31][C:30](B3OC(C)(C)C(C)(C)O3)=[CH:29][CH:28]=2)[CH:24]=[N:23]1.C(#N)C.C(=O)([O-])[O-].[Na+].[Na+]. (6) Given the product [CH3:29][C:28]1([CH3:27])[C:33]([C:2]2[C:3]([O:13][CH:14]3[CH2:19][CH2:18][CH2:17][CH2:16][O:15]3)=[CH:4][C:5]([F:12])=[C:6]([CH:11]=2)[C:7]([O:9][CH3:10])=[O:8])=[CH:32][CH2:31][CH2:30]1, predict the reactants needed to synthesize it. The reactants are: Br[C:2]1[C:3]([O:13][CH:14]2[CH2:19][CH2:18][CH2:17][CH2:16][O:15]2)=[CH:4][C:5]([F:12])=[C:6]([CH:11]=1)[C:7]([O:9][CH3:10])=[O:8].COC1C=CC=C(OC)[C:27]=1[C:28]1[CH:29]=[CH:30][CH:31]=[CH:32][C:33]=1P(C1CCCCC1)C1CCCCC1.P([O-])([O-])([O-])=O.[K+].[K+].[K+].CC1(C)C(B2OC(C)(C)C(C)(C)O2)=CCC1. (7) The reactants are: [NH2:1][C:2]1[CH:3]=[C:4]([C:8]([C:10]2[CH:11]=[C:12]3[C:17](=[CH:18][CH:19]=2)[N:16]=[CH:15][C:14]([N:20]2[CH2:25][CH2:24][O:23][CH2:22][CH2:21]2)=[N:13]3)=[O:9])[CH:5]=[CH:6][CH:7]=1.CCN(C(C)C)C(C)C.[F:35][C:36]1[CH:37]=[C:38]([CH:42]=[CH:43][CH:44]=1)[C:39](Cl)=[O:40]. Given the product [F:35][C:36]1[CH:37]=[C:38]([CH:42]=[CH:43][CH:44]=1)[C:39]([NH:1][C:2]1[CH:7]=[CH:6][CH:5]=[C:4]([C:8]([C:10]2[CH:11]=[C:12]3[C:17](=[CH:18][CH:19]=2)[N:16]=[CH:15][C:14]([N:20]2[CH2:21][CH2:22][O:23][CH2:24][CH2:25]2)=[N:13]3)=[O:9])[CH:3]=1)=[O:40], predict the reactants needed to synthesize it. (8) Given the product [Cl:24][C:21]1[CH:20]=[CH:19][C:18]([C:12]2[C:11]3[CH2:10][CH2:9][NH:8][CH2:17][CH2:16][C:15]=3[N:14]([CH2:32][C:31]3[CH:34]=[CH:35][C:28]([N+:25]([O-:27])=[O:26])=[CH:29][CH:30]=3)[N:13]=2)=[CH:23][CH:22]=1, predict the reactants needed to synthesize it. The reactants are: C(OC([N:8]1[CH2:17][CH2:16][C:15]2[NH:14][N:13]=[C:12]([C:18]3[CH:23]=[CH:22][C:21]([Cl:24])=[CH:20][CH:19]=3)[C:11]=2[CH2:10][CH2:9]1)=O)(C)(C)C.[N+:25]([C:28]1[CH:35]=[CH:34][C:31]([CH2:32]Br)=[CH:30][CH:29]=1)([O-:27])=[O:26]. (9) Given the product [F:6][C:7]1[CH:8]=[C:9]([N:14]2[C:19]([CH3:20])=[CH:18][CH:17]=[C:16]([C:21]([OH:2])=[O:24])[C:15]2=[O:23])[CH:10]=[CH:11][C:12]=1[F:13], predict the reactants needed to synthesize it. The reactants are: S(=O)(=O)(O)[OH:2].[F:6][C:7]1[CH:8]=[C:9]([N:14]2[C:19]([CH3:20])=[CH:18][CH:17]=[C:16]([C:21]#N)[C:15]2=[O:23])[CH:10]=[CH:11][C:12]=1[F:13].[OH-:24].[Na+]. (10) The reactants are: [CH3:1][C:2]1[CH:11]=[CH:10][C:5]2[NH:6][C:7](=O)[NH:8][C:4]=2[CH:3]=1.P(Cl)(Cl)([Cl:14])=O. Given the product [Cl:14][C:7]1[NH:8][C:4]2[CH:3]=[C:2]([CH3:1])[CH:11]=[CH:10][C:5]=2[N:6]=1, predict the reactants needed to synthesize it.